Dataset: Reaction yield outcomes from USPTO patents with 853,638 reactions. Task: Predict the reaction yield, written as a fraction of the theoretical maximum amount of product (1.0 means a 100% yield; for example, 0.34 means a 34% yield). (1) The reactants are C([BH3-])#N.[Na+].[CH:5](=O)[CH3:6].[CH2:8]([NH:14][C:15]1[CH:20]=[CH:19][C:18]([C:21]2[CH:26]=[CH:25][C:24]([NH:27][C:28]([C:30]3[CH:35]=[C:34]([N+:36]([O-:38])=[O:37])[CH:33]=[CH:32][C:31]=3[Cl:39])=[O:29])=[CH:23][CH:22]=2)=[CH:17][CH:16]=1)[CH2:9][CH2:10][CH2:11][CH2:12][CH3:13].C(=O)(O)[O-].[Na+]. The catalyst is CO.O. The product is [CH2:5]([N:14]([C:15]1[CH:16]=[CH:17][C:18]([C:21]2[CH:26]=[CH:25][C:24]([NH:27][C:28]([C:30]3[CH:35]=[C:34]([N+:36]([O-:38])=[O:37])[CH:33]=[CH:32][C:31]=3[Cl:39])=[O:29])=[CH:23][CH:22]=2)=[CH:19][CH:20]=1)[CH2:8][CH2:9][CH2:10][CH2:11][CH2:12][CH3:13])[CH3:6]. The yield is 0.620. (2) The reactants are C([O-])(=O)C.[K+].[B:6].[B].[OH:8][C:9]([C:12]([OH:15])([CH3:14])[CH3:13])([CH3:11])[CH3:10].[CH3:16][O:17][C:18]1[CH:36]=[CH:35][C:21]([CH2:22][N:23]2[C:32]3[C:27](=[CH:28][C:29](Br)=[CH:30][CH:31]=3)[CH:26]=[CH:25][C:24]2=[O:34])=[CH:20][CH:19]=1. The catalyst is CN(C=O)C.C1C=CC(P(C2C=CC=CC=2)[C-]2C=CC=C2)=CC=1.C1C=CC(P(C2C=CC=CC=2)[C-]2C=CC=C2)=CC=1.Cl[Pd]Cl.[Fe+2]. The product is [CH3:16][O:17][C:18]1[CH:36]=[CH:35][C:21]([CH2:22][N:23]2[C:32]3[C:27](=[CH:28][C:29]([B:6]4[O:15][C:12]([CH3:14])([CH3:13])[C:9]([CH3:11])([CH3:10])[O:8]4)=[CH:30][CH:31]=3)[CH:26]=[CH:25][C:24]2=[O:34])=[CH:20][CH:19]=1. The yield is 0.670. (3) The reactants are [CH3:1][O:2][C:3]1[CH:8]=[CH:7][C:6]([CH:9]=[CH:10][C:11]([O:13][CH2:14][CH3:15])=[O:12])=[CH:5][CH:4]=1.C1CCN2C(=NCCC2)CC1.[N+:27]([CH3:30])([O-:29])=[O:28]. The catalyst is O. The product is [CH3:1][O:2][C:3]1[CH:4]=[CH:5][C:6]([CH:9]([CH2:30][N+:27]([O-:29])=[O:28])[CH2:10][C:11]([O:13][CH2:14][CH3:15])=[O:12])=[CH:7][CH:8]=1. The yield is 0.820. (4) The reactants are [Br:1][CH2:2][CH2:3][CH2:4][NH2:5].C(N(CC)CC)C.[CH:13](=O)[C:14]1[CH:19]=[CH:18][CH:17]=[CH:16][CH:15]=1.S([O-])([O-])(=O)=O.[Mg+2]. The catalyst is C(Cl)(Cl)Cl. The product is [CH:13](=[N:5][CH2:4][CH2:3][CH2:2][Br:1])[C:14]1[CH:19]=[CH:18][CH:17]=[CH:16][CH:15]=1. The yield is 1.00. (5) The reactants are F[C:2]1[CH:7]=[C:6]([N+:8]([O-:10])=[O:9])[CH:5]=[C:4]([F:11])[CH:3]=1.[CH3:12][N:13]1[CH2:18][CH2:17][CH:16]([NH:19][CH3:20])[CH2:15][CH2:14]1.C([O-])(=O)C.[Na+].C(O)C. The catalyst is O. The product is [CH3:12][N:13]1[CH2:18][CH2:17][CH:16]([NH:19][CH2:20][C:2]2[CH:3]=[C:4]([F:11])[CH:5]=[C:6]([N+:8]([O-:10])=[O:9])[CH:7]=2)[CH2:15][CH2:14]1. The yield is 0.0140.